The task is: Predict the product of the given reaction.. This data is from Forward reaction prediction with 1.9M reactions from USPTO patents (1976-2016). Given the reactants Br[C:2]1[CH:3]=[C:4]([C:8]2([C:19]3[CH:24]=[CH:23][N:22]=[C:21]([O:25][CH3:26])[CH:20]=3)[C:16]3[C:11](=[C:12]([F:17])[CH:13]=[CH:14][CH:15]=3)[C:10]([NH2:18])=[N:9]2)[CH:5]=[CH:6][CH:7]=1.[CH3:27][O:28][C:29]1[CH:34]=[CH:33][N:32]=[C:31]([Sn](CCCC)(CCCC)CCCC)[CH:30]=1, predict the reaction product. The product is: [F:17][C:12]1[CH:13]=[CH:14][CH:15]=[C:16]2[C:11]=1[C:10]([NH2:18])=[N:9][C:8]2([C:4]1[CH:5]=[CH:6][CH:7]=[C:2]([C:31]2[CH:30]=[C:29]([O:28][CH3:27])[CH:34]=[CH:33][N:32]=2)[CH:3]=1)[C:19]1[CH:24]=[CH:23][N:22]=[C:21]([O:25][CH3:26])[CH:20]=1.